This data is from Reaction yield outcomes from USPTO patents with 853,638 reactions. The task is: Predict the reaction yield, written as a fraction of the theoretical maximum amount of product (1.0 means a 100% yield; for example, 0.34 means a 34% yield). (1) The reactants are CN.[Br:3][C:4]1[CH:5]=[C:6]([CH:10]=[CH:11][C:12]=1[C:13]([CH3:16])([CH3:15])[CH3:14])[C:7]([OH:9])=O.O[N:18]1[C:22]2[CH:23]=[CH:24][CH:25]=[CH:26][C:21]=2N=N1.[CH3:27][N:28]([CH3:37])[CH2:29][CH2:30]CN=C=NCC. The catalyst is CN(C)C=O. The product is [CH3:27][N:28]1[CH2:29][CH2:30][C:25]2[C:24](=[CH:23][C:22]([NH:18][C:7](=[O:9])[C:6]3[CH:10]=[CH:11][C:12]([C:13]([CH3:16])([CH3:15])[CH3:14])=[C:4]([Br:3])[CH:5]=3)=[CH:21][CH:26]=2)[CH2:37]1. The yield is 0.930. (2) The reactants are [H-].[Al+3].[Li+].[H-].[H-].[H-].[CH2:7]([S:14][C:15]1([CH2:28][N+:29]([O-])=O)[CH2:20][CH2:19][N:18]([C:21]([O:23][C:24]([CH3:27])([CH3:26])[CH3:25])=[O:22])[CH2:17][CH2:16]1)[C:8]1[CH:13]=[CH:12][CH:11]=[CH:10][CH:9]=1.O. The catalyst is C(OCC)C.O1CCCC1.C(OCC)(=O)C. The product is [NH2:29][CH2:28][C:15]1([S:14][CH2:7][C:8]2[CH:9]=[CH:10][CH:11]=[CH:12][CH:13]=2)[CH2:16][CH2:17][N:18]([C:21]([O:23][C:24]([CH3:27])([CH3:26])[CH3:25])=[O:22])[CH2:19][CH2:20]1. The yield is 0.280.